From a dataset of Experimentally validated miRNA-target interactions with 360,000+ pairs, plus equal number of negative samples. Binary Classification. Given a miRNA mature sequence and a target amino acid sequence, predict their likelihood of interaction. (1) The miRNA is hsa-miR-7846-3p with sequence CAGCGGAGCCUGGAGAGAAGG. The protein sequence of the target gene is MAEYKNIVLLKGLENMEDYQFRTVKSLLRKELKLTKKMQEDYDRIQLADWMEDKFPKDAGLDKLIKVCEHIKDLKDLAKKLKTEKAKVQEKKKGKCKTAGKKKGQDELSSSESLFINKESYKSVPSSKKKRKQITKTEGGKKKKLTQEQAQLPETSGTNIKKEEDCLQNPHKSPPTPSSSSSNKAPRRGTVPKEPSREEGHHQGPKQVMVLKVTEPFTYDFEETKRMFHATVATETEFFRVKVFDTALMSKFIPGKIIAISHYIGCNGFLEIYRASCVSDVNINPTMIISNTLSESAIAT.... Result: 0 (no interaction). (2) The miRNA is hsa-miR-26b-5p with sequence UUCAAGUAAUUCAGGAUAGGU. The protein sequence of the target gene is MAAGSTTLHAVEKLQVRLATKTEPKKLEKYLQKLSALPMTADILAETGIRKTVKRLRKHQHVGDFARDLAARWKKLVLVDRNTRPGPQDPEESASRQRFGEALQDQEKAWGFPENATAPRSPSHSPEHRRTARRTPPGQQRPHPRSHSREPRAERKCPRIAPADSGRYRASPTRTAPLRMPEGPEPAAPGKQPGRGHTHAAQGGPLLCPGCQGQPQGKAVVSHSKGHKSSRQEKRPLCAQGDWHSPTLIREKSCGACLREETPRMPSWASARDRQPSDFKTDKEGGQAGSGQRVPALEEA.... Result: 1 (interaction).